This data is from Rat liver microsome stability data. The task is: Regression/Classification. Given a drug SMILES string, predict its absorption, distribution, metabolism, or excretion properties. Task type varies by dataset: regression for continuous measurements (e.g., permeability, clearance, half-life) or binary classification for categorical outcomes (e.g., BBB penetration, CYP inhibition). Dataset: rlm. The compound is N#Cc1cccc(-c2ccc(C(=O)N[C@@H](Cc3c[nH]c4ccccc34)C(=O)Nc3ccncc3)c(F)c2)c1. The result is 1 (stable in rat liver microsomes).